This data is from Full USPTO retrosynthesis dataset with 1.9M reactions from patents (1976-2016). The task is: Predict the reactants needed to synthesize the given product. (1) Given the product [CH:15]([O:14][C:12]([NH:1][C@H:2]([C:6]([OH:8])=[O:7])[CH:3]([CH3:5])[CH3:4])=[O:13])([CH3:17])[CH3:16], predict the reactants needed to synthesize it. The reactants are: [NH2:1][C@H:2]([C:6]([OH:8])=[O:7])[CH:3]([CH3:5])[CH3:4].[OH-].[Na+].Cl[C:12]([O:14][CH:15]([CH3:17])[CH3:16])=[O:13]. (2) Given the product [CH:1]1([CH2:4][O:5][C:6]2[CH:14]=[CH:13][C:9]3[O:10][CH2:11][O:12][C:8]=3[C:7]=2[C:15]2[C:16]3[NH:23][C:22]([CH3:32])=[C:21]([C:33]([NH:35][CH:36]4[CH2:41][CH2:40][N:39]([C:42]([O:44][C:45]([CH3:48])([CH3:47])[CH3:46])=[O:43])[CH2:38][CH2:37]4)=[O:34])[C:17]=3[N:18]=[CH:19][N:20]=2)[CH2:3][CH2:2]1, predict the reactants needed to synthesize it. The reactants are: [CH:1]1([CH2:4][O:5][C:6]2[CH:14]=[CH:13][C:9]3[O:10][CH2:11][O:12][C:8]=3[C:7]=2[C:15]2[C:16]3[N:23](COCC[Si](C)(C)C)[C:22]([CH3:32])=[C:21]([C:33]([NH:35][CH:36]4[CH2:41][CH2:40][N:39]([C:42]([O:44][C:45]([CH3:48])([CH3:47])[CH3:46])=[O:43])[CH2:38][CH2:37]4)=[O:34])[C:17]=3[N:18]=[CH:19][N:20]=2)[CH2:3][CH2:2]1.O.O.O.[F-].C([N+](CCCC)(CCCC)CCCC)CCC.C(N)CN. (3) Given the product [CH3:1][C:2]1[N:6]([CH:7]([CH3:8])[CH3:9])[C:5]([C:10]2[CH:15]=[CH:14][N:13]=[C:12]([NH:16][CH:17]3[CH2:18][CH2:87][N:86]([C:88](=[O:89])[CH2:40][CH2:41][CH2:43][N:44]4[CH2:49][CH2:51][O:59][CH2:48][CH2:45]4)[CH2:85][CH2:22]3)[N:11]=2)=[CH:4][N:3]=1, predict the reactants needed to synthesize it. The reactants are: [CH3:1][C:2]1[N:6]([CH:7]([CH3:9])[CH3:8])[C:5]([C:10]2[CH:15]=[CH:14][N:13]=[C:12]([NH:16][CH:17]3[CH2:22]CNC[CH2:18]3)[N:11]=2)=[CH:4][N:3]=1.ClCCCS(N1CCC(NC2N=[C:41]([C:43]3[N:44]([CH:49]([CH3:51])C)[C:45]([CH3:48])=NC=3)[CH:40]=CN=2)CC1)(=O)=O.CN(C([O:59]N1N=NC2C=CC=NC1=2)=[N+](C)C)C.F[P-](F)(F)(F)(F)F.CCN(C(C)C)C(C)C.[CH3:85][N:86]([CH:88]=[O:89])[CH3:87].